This data is from Reaction yield outcomes from USPTO patents with 853,638 reactions. The task is: Predict the reaction yield, written as a fraction of the theoretical maximum amount of product (1.0 means a 100% yield; for example, 0.34 means a 34% yield). (1) The reactants are [CH3:1][C:2]([O:5][C:6]([N:8]1[CH2:11][CH:10]([CH2:12][C:13]([OH:15])=[O:14])[CH2:9]1)=[O:7])([CH3:4])[CH3:3].Cl.CN(C)[CH2:19][CH2:20]CN=C=NCC.C(O)C. The catalyst is C(OCC)C.CN(C)C1C=CN=CC=1. The product is [CH2:19]([O:14][C:13](=[O:15])[CH2:12][CH:10]1[CH2:11][N:8]([C:6]([O:5][C:2]([CH3:1])([CH3:3])[CH3:4])=[O:7])[CH2:9]1)[CH3:20]. The yield is 0.930. (2) The reactants are [Cl:1][C:2]1[CH:3]=[C:4]([O:10][C:11]2[C:12]([F:28])=[C:13]([CH2:19][NH:20][C:21](=[O:27])[O:22][C:23]([CH3:26])([CH3:25])[CH3:24])[CH:14]=[CH:15][C:16]=2[CH:17]=[CH2:18])[CH:5]=[C:6]([C:8]#[N:9])[CH:7]=1.C1(SC2C=CC=CC=2)C=CC=CC=1. The catalyst is C(OCC)(=O)C.CO.[Pd]. The product is [Cl:1][C:2]1[CH:3]=[C:4]([O:10][C:11]2[C:12]([F:28])=[C:13]([CH2:19][NH:20][C:21](=[O:27])[O:22][C:23]([CH3:25])([CH3:24])[CH3:26])[CH:14]=[CH:15][C:16]=2[CH2:17][CH3:18])[CH:5]=[C:6]([C:8]#[N:9])[CH:7]=1. The yield is 0.950. (3) The reactants are [N:1]1[N:5]2[CH:6]=[CH:7][CH:8]=[CH:9][C:4]2=[C:3]([C:10]([OH:12])=O)[CH:2]=1.C1C=CC2N(O)N=NC=2C=1.CCN=C=NCCCN(C)C.C(N(C(C)C)CC)(C)C.[CH3:43][C:44]12[CH2:51][CH:48]([NH:49][CH2:50]1)[CH2:47][C:46]([CH3:53])([CH3:52])[CH2:45]2. The catalyst is C1COCC1. The product is [N:1]1[N:5]2[CH:6]=[CH:7][CH:8]=[CH:9][C:4]2=[C:3]([C:10]([N:49]2[CH2:50][C:44]3([CH3:43])[CH2:51][CH:48]2[CH2:47][C:46]([CH3:53])([CH3:52])[CH2:45]3)=[O:12])[CH:2]=1. The yield is 0.730. (4) The reactants are [NH2:1][C:2]1[N:7]=[CH:6][N:5]=[C:4]2[N:8]([CH2:25][C@@H:26]3[CH2:30][CH2:29][CH2:28][N:27]3[C:31](=[O:35])[CH2:32][C:33]#[N:34])[N:9]=[C:10]([C:11]3[CH:16]=[CH:15][C:14]([O:17][C:18]4[CH:23]=[CH:22][CH:21]=[CH:20][CH:19]=4)=[CH:13][C:12]=3[F:24])[C:3]=12.[CH:36]1([CH:39]=O)[CH2:38][CH2:37]1.N1CCCCC1. The catalyst is C(O)C. The product is [NH2:1][C:2]1[N:7]=[CH:6][N:5]=[C:4]2[N:8]([CH2:25][C@@H:26]3[CH2:30][CH2:29][CH2:28][N:27]3[C:31]([C:32](=[CH:39][CH:36]3[CH2:38][CH2:37]3)[C:33]#[N:34])=[O:35])[N:9]=[C:10]([C:11]3[CH:16]=[CH:15][C:14]([O:17][C:18]4[CH:19]=[CH:20][CH:21]=[CH:22][CH:23]=4)=[CH:13][C:12]=3[F:24])[C:3]=12. The yield is 0.550. (5) The reactants are [N:1]1[C:10]2[C:5](=[CH:6][C:7]([C:11]([NH2:13])=O)=[CH:8][CH:9]=2)[CH:4]=[CH:3][CH:2]=1.C(N(CC)CC)C.FC(F)(F)C(OC(=O)C(F)(F)F)=O. The catalyst is C(Cl)Cl. The product is [N:1]1[C:10]2[C:5](=[CH:6][C:7]([C:11]#[N:13])=[CH:8][CH:9]=2)[CH:4]=[CH:3][CH:2]=1. The yield is 0.730.